This data is from Catalyst prediction with 721,799 reactions and 888 catalyst types from USPTO. The task is: Predict which catalyst facilitates the given reaction. (1) Reactant: [NH2:1][C:2]1[CH:7]=[CH:6][C:5]([C:8]2[CH:13]=[CH:12][C:11]([S:14]([N:17]([CH3:26])[C@H:18]([C:22]([O:24][CH3:25])=[O:23])[CH:19]([CH3:21])[CH3:20])(=[O:16])=[O:15])=[CH:10][CH:9]=2)=[CH:4][CH:3]=1.[F:27][C:28]1[CH:29]=[C:30]([CH2:35][C:36](O)=[O:37])[CH:31]=[C:32]([F:34])[CH:33]=1.Cl.CN(C)CCCN=C=NCC. Product: [F:27][C:28]1[CH:29]=[C:30]([CH2:35][C:36]([NH:1][C:2]2[CH:7]=[CH:6][C:5]([C:8]3[CH:9]=[CH:10][C:11]([S:14]([N:17]([CH3:26])[C@H:18]([C:22]([O:24][CH3:25])=[O:23])[CH:19]([CH3:21])[CH3:20])(=[O:16])=[O:15])=[CH:12][CH:13]=3)=[CH:4][CH:3]=2)=[O:37])[CH:31]=[C:32]([F:34])[CH:33]=1. The catalyst class is: 112. (2) Reactant: [N:1]12[CH2:8][CH2:7][CH:4]([CH2:5][CH2:6]1)[C@H:3]([NH:9][CH2:10][CH2:11][N:12]1[C:20]3[C:15](=[CH:16][CH:17]=[CH:18][C:19]=3[C:21]([O:23]C)=[O:22])[CH:14]=[CH:13]1)[CH2:2]2.O.O.[OH-].[Li+:28]. Product: [N:1]12[CH2:8][CH2:7][CH:4]([CH2:5][CH2:6]1)[C@H:3]([NH:9][CH2:10][CH2:11][N:12]1[C:20]3[C:15](=[CH:16][CH:17]=[CH:18][C:19]=3[C:21]([O-:23])=[O:22])[CH:14]=[CH:13]1)[CH2:2]2.[Li+:28]. The catalyst class is: 1. (3) Reactant: Br[C:2]1[N:3]=[CH:4][NH:5][CH:6]=1.[CH2:7](Cl)Cl.[C:10](N)([CH3:13])([CH3:12])[CH3:11].[CH:15](O)([CH3:17])[CH3:16].O. Product: [CH:7]([C:2]1[NH:3][CH:4]=[N:5][CH:6]=1)=[CH:11][C:10]1[CH:13]=[CH:17][CH:15]=[CH:16][CH:12]=1. The catalyst class is: 587. (4) Reactant: Br.Br[CH:3]([C:14]1[CH:19]=[CH:18][N:17]=[C:16]([NH:20]C(OC(C)(C)C)=O)[CH:15]=1)[C:4]([C:6]1[CH:11]=[CH:10][C:9]([O:12][CH3:13])=[CH:8][CH:7]=1)=O.C(OC(NC1C=C(CC(C2C=CC(OC)=CC=2)=O)C=CN=1)=O)(C)(C)C.[NH2:53][C:54]([NH2:56])=[S:55].C(N(CC)CC)C. Product: [NH2:20][C:16]1[CH:15]=[C:14]([C:3]2[S:55][C:54]([NH2:56])=[N:53][C:4]=2[C:6]2[CH:7]=[CH:8][C:9]([O:12][CH3:13])=[CH:10][CH:11]=2)[CH:19]=[CH:18][N:17]=1. The catalyst class is: 10. (5) Reactant: C(OC([N:8]1[C@H:13]([C:14](=[O:22])[NH:15][CH:16]2[CH2:21][CH2:20][CH2:19][CH2:18][CH2:17]2)[CH2:12][C@@H:11]2[C@H:9]1[CH2:10]2)=O)(C)(C)C.[C:23]([OH:29])([C:25]([F:28])([F:27])[F:26])=[O:24]. Product: [F:26][C:25]([F:28])([F:27])[C:23]([OH:29])=[O:24].[CH:16]1([NH:15][C:14]([C@@H:13]2[CH2:12][C@@H:11]3[C@@H:9]([CH2:10]3)[NH:8]2)=[O:22])[CH2:17][CH2:18][CH2:19][CH2:20][CH2:21]1. The catalyst class is: 2. (6) The catalyst class is: 12. Product: [Br:8][C:7]1[C:2]([NH:9][NH:10][C:18](=[O:20])[CH3:19])=[N:3][CH:4]=[CH:5][CH:6]=1. Reactant: Br[C:2]1[C:7]([Br:8])=[CH:6][CH:5]=[CH:4][N:3]=1.[NH2:9][NH2:10].C(N(CC)CC)C.[C:18](Cl)(=[O:20])[CH3:19]. (7) Product: [C:1]([NH:25][C:22]1[CH:23]=[C:24]2[C:19](=[CH:20][CH:21]=1)[N:18]([CH2:30][C:31]([O:33][CH2:35][CH3:36])=[O:32])[C:17]([CH3:34])=[C:16]2[C:10]1[C:9]2[C:14](=[CH:15][C:6]([Cl:5])=[CH:7][CH:8]=2)[N:13]=[CH:12][CH:11]=1)(=[O:3])[CH3:2]. The catalyst class is: 4. Reactant: [C:1](Cl)(=[O:3])[CH3:2].[Cl:5][C:6]1[CH:15]=[C:14]2[C:9]([C:10]([C:16]3[C:24]4[C:19](=[CH:20][CH:21]=[C:22]([NH:25]S(C)(=O)=O)[CH:23]=4)[N:18]([CH2:30][C:31]([OH:33])=[O:32])[C:17]=3[CH3:34])=[CH:11][CH:12]=[N:13]2)=[CH:8][CH:7]=1.[CH2:35](N(CC)CC)[CH3:36].O.